From a dataset of Catalyst prediction with 721,799 reactions and 888 catalyst types from USPTO. Predict which catalyst facilitates the given reaction. (1) Reactant: [C:1]([C:4]1[C:5]([F:33])=[C:6]([CH:29]=[CH:30][C:31]=1[F:32])[O:7][CH:8]([C:14]1[O:15][CH:16]=[C:17]([C:19]2[CH:24]=[CH:23][C:22]([C:25]([F:28])([F:27])[F:26])=[CH:21][CH:20]=2)[N:18]=1)[C:9]([O:11]CC)=[O:10])(=[O:3])[NH2:2].[OH-].[Na+]. Product: [C:1]([C:4]1[C:5]([F:33])=[C:6]([CH:29]=[CH:30][C:31]=1[F:32])[O:7][CH:8]([C:14]1[O:15][CH:16]=[C:17]([C:19]2[CH:20]=[CH:21][C:22]([C:25]([F:28])([F:27])[F:26])=[CH:23][CH:24]=2)[N:18]=1)[C:9]([OH:11])=[O:10])(=[O:3])[NH2:2]. The catalyst class is: 1. (2) Reactant: [NH:1]1[C:10]2=[CH:11][CH:12]=[CH:13][C:8]3=[C:9]2[N:3]([CH2:4][CH2:5][C:6](=[N:15]O)[C:7]3=[O:14])[C:2]1=[O:17].[H][H].[BH4-].[Na+]. Product: [NH2:15][C@H:6]1[C@H:7]([OH:14])[C:8]2[CH:13]=[CH:12][CH:11]=[C:10]3[NH:1][C:2](=[O:17])[N:3]([C:9]=23)[CH2:4][CH2:5]1. The catalyst class is: 45. (3) Reactant: N1CCCC[CH2:2]1.C=O.[CH:9]1([CH:15]([C:19]([OH:21])=[O:20])[C:16](O)=O)[CH2:14][CH2:13][CH2:12][CH2:11][CH2:10]1. Product: [CH3:2][O:21][C:19](=[O:20])[C:15]([CH:9]1[CH2:14][CH2:13][CH2:12][CH2:11][CH2:10]1)=[CH2:16]. The catalyst class is: 17. (4) Reactant: C(OC([NH:11][CH2:12][C:13]1[O:14][C:15]([C:19]([O:21][CH2:22][CH3:23])=[O:20])=[C:16]([CH3:18])[N:17]=1)=O)C1C=CC=CC=1. Product: [NH2:11][CH2:12][C:13]1[O:14][C:15]([C:19]([O:21][CH2:22][CH3:23])=[O:20])=[C:16]([CH3:18])[N:17]=1. The catalyst class is: 178. (5) The catalyst class is: 22. Reactant: [C:1]([O:5][C:6]([N:8]1[CH2:13][CH2:12][CH:11]([O:14][C:15]2[CH:39]=[C:38]([S:40][CH3:41])[CH:37]=[CH:36][C:16]=2[C:17]([NH:19][C:20]2[CH:35]=[CH:34][CH:33]=[CH:32][C:21]=2[C:22]([NH:24][C:25]2[CH:30]=[CH:29][C:28]([Cl:31])=[CH:27][N:26]=2)=[O:23])=[O:18])[CH2:10][CH2:9]1)=[O:7])([CH3:4])([CH3:3])[CH3:2].ClC1C=C(C=CC=1)C(OO)=O.[OH-:53].[Ca+2].[OH-:55]. Product: [C:1]([O:5][C:6]([N:8]1[CH2:9][CH2:10][CH:11]([O:14][C:15]2[CH:39]=[C:38]([S:40]([CH3:41])(=[O:55])=[O:53])[CH:37]=[CH:36][C:16]=2[C:17]([NH:19][C:20]2[CH:35]=[CH:34][CH:33]=[CH:32][C:21]=2[C:22]([NH:24][C:25]2[CH:30]=[CH:29][C:28]([Cl:31])=[CH:27][N:26]=2)=[O:23])=[O:18])[CH2:12][CH2:13]1)=[O:7])([CH3:4])([CH3:3])[CH3:2]. (6) Reactant: [CH3:1][C:2]1[CH:3]=[C:4]([CH:7]=[C:8]([CH3:24])[C:9]=1[CH2:10][C:11]1[CH:16]=[CH:15][C:14]([O:17]COC)=[C:13]([CH:21]([CH3:23])[CH3:22])[CH:12]=1)[CH2:5]Br.[O-:25][S:26]([O-:28])=[O:27].[Na+].[Na+]. Product: [CH3:1][C:2]1[CH:3]=[C:4]([CH2:5][S:26]([OH:28])(=[O:27])=[O:25])[CH:7]=[C:8]([CH3:24])[C:9]=1[CH2:10][C:11]1[CH:16]=[CH:15][C:14]([OH:17])=[C:13]([CH:21]([CH3:23])[CH3:22])[CH:12]=1. The catalyst class is: 38. (7) Product: [NH:10]1[C:18]2[C:13](=[CH:14][CH:15]=[CH:16][CH:17]=2)[CH:12]=[C:11]1[C:19]1[CH:20]=[C:21]([O:24][CH2:25][C:26]2[CH:27]=[C:28]([OH:32])[CH:29]=[CH:30][CH:31]=2)[NH:22][N:23]=1. Reactant: C1(S([N:10]2[C:18]3[C:13](=[CH:14][CH:15]=[CH:16][CH:17]=3)[CH:12]=[C:11]2[C:19]2[CH:20]=[C:21]([O:24][CH2:25][C:26]3[CH:27]=[C:28]([OH:32])[CH:29]=[CH:30][CH:31]=3)[NH:22][N:23]=2)(=O)=O)C=CC=CC=1.Cl. The catalyst class is: 500. (8) Reactant: [CH3:1][N:2]1[C:10]2[C:5](=[CH:6][C:7]([CH3:11])=[CH:8][CH:9]=2)[CH:4]=[CH:3]1.C([Li])CCC.[B:17](OC)([O:20]C)[O:18]C.Cl.[OH-].[Na+]. Product: [CH3:1][N:2]1[C:10]2[C:5](=[CH:6][C:7]([CH3:11])=[CH:8][CH:9]=2)[CH:4]=[C:3]1[B:17]([OH:20])[OH:18]. The catalyst class is: 1. (9) Reactant: Cl.[NH:2]1[CH2:7][CH2:6][O:5][CH2:4][CH:3]1[C:8]([O:10]C)=O.[NH3:12]. Product: [NH:2]1[CH2:7][CH2:6][O:5][CH2:4][CH:3]1[C:8]([NH2:12])=[O:10]. The catalyst class is: 5. (10) Reactant: [C:1]([C:5]1[CH:10]=[CH:9][C:8](/[CH:11]=[CH:12]/[C:13]([NH:15][C:16]2[CH:21]=[CH:20][CH:19]=[C:18]([OH:22])[CH:17]=2)=[O:14])=[CH:7][CH:6]=1)([CH3:4])([CH3:3])[CH3:2].C1COCC1.Br[CH2:29][C:30]([O:32]C(C)(C)C)=[O:31]. Product: [C:1]([C:5]1[CH:6]=[CH:7][C:8](/[CH:11]=[CH:12]/[C:13]([NH:15][C:16]2[CH:17]=[C:18]([CH:19]=[CH:20][CH:21]=2)[O:22][CH2:29][C:30]([OH:32])=[O:31])=[O:14])=[CH:9][CH:10]=1)([CH3:4])([CH3:2])[CH3:3]. The catalyst class is: 74.